Dataset: Catalyst prediction with 721,799 reactions and 888 catalyst types from USPTO. Task: Predict which catalyst facilitates the given reaction. (1) Reactant: [Cl:1][C:2]1[CH:8]=[C:7]([F:9])[CH:6]=[C:5]([C:10]#[C:11][Si](C)(C)C)[C:3]=1[NH2:4].S(=O)(=O)(O)[OH:17]. Product: [NH2:4][C:3]1[C:2]([Cl:1])=[CH:8][C:7]([F:9])=[CH:6][C:5]=1[C:10](=[O:17])[CH3:11]. The catalyst class is: 125. (2) Reactant: [H-].[Na+].[Br:3][C:4]1[CH:5]=[C:6]2[C:11](=[CH:12][CH:13]=1)[CH:10]=[C:9]([SH:14])[CH:8]=[CH:7]2.[C:15]([O:19][C:20]([N:22]1[CH2:27][CH2:26][CH:25]([C:28](=[O:36])[C:29]2[CH:34]=[CH:33][C:32](F)=[CH:31][CH:30]=2)[CH2:24][CH2:23]1)=[O:21])([CH3:18])([CH3:17])[CH3:16].O. Product: [C:15]([O:19][C:20]([N:22]1[CH2:27][CH2:26][CH:25]([C:28](=[O:36])[C:29]2[CH:30]=[CH:31][C:32]([S:14][C:9]3[CH:8]=[CH:7][C:6]4[C:11](=[CH:12][CH:13]=[C:4]([Br:3])[CH:5]=4)[CH:10]=3)=[CH:33][CH:34]=2)[CH2:24][CH2:23]1)=[O:21])([CH3:18])([CH3:16])[CH3:17]. The catalyst class is: 9. (3) Reactant: CN1CCCC1.[F:7][C:8]1[CH:13]=[C:12]([CH3:14])[C:11]([C:15]2[C:26]([CH3:27])=[N:25][C:18]3[N:19]=[C:20]([S:23][CH3:24])[N:21]=[CH:22][C:17]=3[CH:16]=2)=[CH:10][C:9]=1[NH:28][C:29](=O)[O:30]C(C)=C.Cl.[F:36][C:37]([F:45])([F:44])[C:38]([CH3:43])([CH3:42])[CH2:39][CH2:40][NH2:41]. Product: [F:7][C:8]1[CH:13]=[C:12]([CH3:14])[C:11]([C:15]2[C:26]([CH3:27])=[N:25][C:18]3[N:19]=[C:20]([S:23][CH3:24])[N:21]=[CH:22][C:17]=3[CH:16]=2)=[CH:10][C:9]=1[NH:28][C:29]([NH:41][CH2:40][CH2:39][C:38]([CH3:43])([CH3:42])[C:37]([F:45])([F:44])[F:36])=[O:30]. The catalyst class is: 49. (4) Reactant: [Si]([O:8][C:9]1[CH:10]=[CH:11][CH:12]=[C:13]2[C:18]=1[N:17]=[C:16]([C:19]1[N:23]3[CH:24]=[CH:25][C:26]([CH2:28][N:29]4[C:37](=[O:38])[C:36]5[C:31](=[CH:32][CH:33]=[CH:34][CH:35]=5)[C:30]4=[O:39])=[CH:27][C:22]3=[N:21][N:20]=1)[CH:15]=[CH:14]2)(C(C)(C)C)(C)C.CCCC[N+](CCCC)(CCCC)CCCC.[F-]. Product: [OH:8][C:9]1[CH:10]=[CH:11][CH:12]=[C:13]2[C:18]=1[N:17]=[C:16]([C:19]1[N:23]3[CH:24]=[CH:25][C:26]([CH2:28][N:29]4[C:37](=[O:38])[C:36]5[C:31](=[CH:32][CH:33]=[CH:34][CH:35]=5)[C:30]4=[O:39])=[CH:27][C:22]3=[N:21][N:20]=1)[CH:15]=[CH:14]2. The catalyst class is: 1. (5) Reactant: [OH:1][C:2]1[CH:11]=[C:10]2[C:5]([C:6](=[O:12])[CH2:7][CH2:8][O:9]2)=[CH:4][CH:3]=1.[C:13]([O-])([O-])=O.[K+].[K+].CI. Product: [CH3:13][O:1][C:2]1[CH:11]=[C:10]2[C:5]([C:6](=[O:12])[CH2:7][CH2:8][O:9]2)=[CH:4][CH:3]=1. The catalyst class is: 21. (6) Reactant: C(NC(C)C)(C)C.CS(O[CH2:13][CH2:14][O:15][C:16]1[C:21]([CH3:22])=[CH:20][C:19]([C:23]2[CH:28]=[CH:27][C:26]([C:29]([O:31][CH2:32][C:33]3[CH:38]=[CH:37][CH:36]=[CH:35][CH:34]=3)=[O:30])=[CH:25][CH:24]=2)=[CH:18][C:17]=1[CH3:39])(=O)=O.[NH2:40][C@@H:41]([CH3:63])[C@@H:42]([C:44]1[CH:45]=[CH:46][C:47]([O:55][CH2:56][C:57]2[CH:62]=[CH:61][CH:60]=[CH:59][CH:58]=2)=[C:48]([NH:50][S:51]([CH3:54])(=[O:53])=[O:52])[CH:49]=1)[OH:43].O. Product: [CH2:56]([O:55][C:47]1[CH:46]=[CH:45][C:44]([C@@H:42]([OH:43])[C@@H:41]([NH:40][CH2:13][CH2:14][O:15][C:16]2[C:17]([CH3:39])=[CH:18][C:19]([C:23]3[CH:28]=[CH:27][C:26]([C:29]([O:31][CH2:32][C:33]4[CH:34]=[CH:35][CH:36]=[CH:37][CH:38]=4)=[O:30])=[CH:25][CH:24]=3)=[CH:20][C:21]=2[CH3:22])[CH3:63])=[CH:49][C:48]=1[NH:50][S:51]([CH3:54])(=[O:53])=[O:52])[C:57]1[CH:58]=[CH:59][CH:60]=[CH:61][CH:62]=1. The catalyst class is: 42.